Dataset: Full USPTO retrosynthesis dataset with 1.9M reactions from patents (1976-2016). Task: Predict the reactants needed to synthesize the given product. (1) Given the product [F:17][C:16]1[CH:15]=[C:14]([F:18])[CH:13]=[C:12]([F:19])[C:11]=1[C@H:10]1[N:6]2[C@@H:7]([CH:20]=[CH:3][CH2:2][C:1]2=[O:5])[CH2:8][CH2:9]1, predict the reactants needed to synthesize it. The reactants are: [C:1]([N:6]1[C@H:10]([C:11]2[C:16]([F:17])=[CH:15][C:14]([F:18])=[CH:13][C:12]=2[F:19])[CH2:9][CH2:8][C@@H:7]1/[CH:20]=C/C(OCC)=O)(=[O:5])[CH2:2][CH:3]=C.C(N(CC)CC)C. (2) Given the product [CH3:1][O:2][C:3]1[N:8]=[C:7]2[NH:9][N:10]=[CH:11][C:6]2=[CH:5][C:4]=1[NH2:12], predict the reactants needed to synthesize it. The reactants are: [CH3:1][O:2][C:3]1[N:8]=[C:7]2[NH:9][N:10]=[CH:11][C:6]2=[CH:5][C:4]=1[N+:12]([O-])=O.C(O)C. (3) The reactants are: [N:1]([C:4]1[CH:14]=[CH:13][C:12]([C:15]2[CH:16]=[C:17]3[C:23]([C:24]4[CH:29]=[CH:28][CH:27]=[CH:26][C:25]=4[O:30][CH3:31])=[CH:22][N:21](S(C4C=CC(C)=CC=4)(=O)=O)[C:18]3=[N:19][CH:20]=2)=[CH:11][C:5]=1[C:6]([N:8]([CH3:10])[CH3:9])=[O:7])=[C:2]=[O:3].C(N(CC)C(C)C)(C)C.[CH2:51]([N:53]1[CH2:57][CH2:56][CH:55]([OH:58])[CH2:54]1)[CH3:52]. Given the product [CH2:51]([N:53]1[CH2:57][CH2:56][CH:55]([O:58][C:2](=[O:3])[NH:1][C:4]2[CH:14]=[CH:13][C:12]([C:15]3[CH:16]=[C:17]4[C:23]([C:24]5[CH:29]=[CH:28][CH:27]=[CH:26][C:25]=5[O:30][CH3:31])=[CH:22][NH:21][C:18]4=[N:19][CH:20]=3)=[CH:11][C:5]=2[C:6](=[O:7])[N:8]([CH3:9])[CH3:10])[CH2:54]1)[CH3:52], predict the reactants needed to synthesize it. (4) Given the product [CH3:2][N:3]([C:15]1[CH:20]=[CH:19][CH:18]=[CH:17][N:16]=1)[CH2:4][CH2:5][NH:6][C:7](=[O:13])[O:8][C:9]([CH3:10])([CH3:12])[CH3:11], predict the reactants needed to synthesize it. The reactants are: Cl.[CH3:2][NH:3][CH2:4][CH2:5][NH:6][C:7](=[O:13])[O:8][C:9]([CH3:12])([CH3:11])[CH3:10].Cl[C:15]1[CH:20]=[CH:19][CH:18]=[CH:17][N:16]=1.C(N(CC)CC)C. (5) Given the product [CH3:1][C:2]1[O:6][N:5]=[C:4]([C:7]2[CH:24]=[CH:23][C:10]([CH2:11][NH2:12])=[C:9]([N+:25]([O-:27])=[O:26])[CH:8]=2)[N:3]=1, predict the reactants needed to synthesize it. The reactants are: [CH3:1][C:2]1[O:6][N:5]=[C:4]([C:7]2[CH:24]=[CH:23][C:10]([CH2:11][N:12]3C(=O)C4C(=CC=CC=4)C3=O)=[C:9]([N+:25]([O-:27])=[O:26])[CH:8]=2)[N:3]=1.O.NN. (6) Given the product [O:1]1[CH2:6][CH2:5][CH2:4][CH2:3][CH:2]1[O:7][CH2:8][CH2:9][CH:10]=[CH:11][CH2:12][OH:13], predict the reactants needed to synthesize it. The reactants are: [O:1]1[CH2:6][CH2:5][CH2:4][CH2:3][CH:2]1[O:7][CH2:8][CH2:9][C:10]#[C:11][CH2:12][OH:13].C(O)C.N1C(C)=CC=CC=1C. (7) Given the product [AlH3:28].[OH:18][CH2:16][C:15]1[C:14]([CH2:13][CH2:38][OH:37])=[N:22][C:21]([C:23]([F:26])([F:25])[F:24])=[CH:20][CH:19]=1, predict the reactants needed to synthesize it. The reactants are: C([Li])CCC.C(NC(C)C)(C)C.[CH3:13][C:14]1[N:22]=[C:21]([C:23]([F:26])([F:25])[F:24])[CH:20]=[CH:19][C:15]=1[C:16]([OH:18])=O.[Cl-].[Al+3:28].[Cl-].[Cl-].[H-].[Al+3].[Li+].[H-].[H-].[H-].[O:37]1CCC[CH2:38]1. (8) Given the product [CH3:15][C:16]1[CH:17]=[CH:18][C:19]2[N:20]([N:22]=[C:23]([C:37]3[CH:42]=[CH:41][CH:40]=[CH:39][CH:38]=3)[C:24]=2[CH2:25][C:26]2[N:31]=[C:30]([C:32]([O:34][CH3:35])=[O:33])[CH:29]=[CH:28][CH:27]=2)[CH:21]=1, predict the reactants needed to synthesize it. The reactants are: C([SiH](CC)CC)C.FC(F)(F)C(O)=O.[CH3:15][C:16]1[CH:17]=[CH:18][C:19]2[N:20]([N:22]=[C:23]([C:37]3[CH:42]=[CH:41][CH:40]=[CH:39][CH:38]=3)[C:24]=2[CH:25](O)[C:26]2[N:31]=[C:30]([C:32]([O:34][CH3:35])=[O:33])[CH:29]=[CH:28][CH:27]=2)[CH:21]=1.C(=O)(O)[O-].[Na+]. (9) Given the product [CH:1]1([NH:4][C:5](=[O:47])[NH:6][C:7]2[CH:45]=[CH:44][C:10]([O:11][C:12]3[CH:17]=[CH:16][N:15]=[C:14]4[CH:18]=[C:19]([C:21]5[N:26]=[CH:25][C:24]([CH2:27][N:28]6[CH2:29][CH2:30][CH:31]([NH:34][C:35](=[O:43])[NH:36][CH2:37][C:38]([OH:40])=[O:39])[CH2:32][CH2:33]6)=[CH:23][CH:22]=5)[S:20][C:13]=34)=[C:9]([F:46])[CH:8]=2)[CH2:3][CH2:2]1, predict the reactants needed to synthesize it. The reactants are: [CH:1]1([NH:4][C:5](=[O:47])[NH:6][C:7]2[CH:45]=[CH:44][C:10]([O:11][C:12]3[CH:17]=[CH:16][N:15]=[C:14]4[CH:18]=[C:19]([C:21]5[N:26]=[CH:25][C:24]([CH2:27][N:28]6[CH2:33][CH2:32][CH:31]([NH:34][C:35](=[O:43])[NH:36][CH2:37][C:38]([O:40]CC)=[O:39])[CH2:30][CH2:29]6)=[CH:23][CH:22]=5)[S:20][C:13]=34)=[C:9]([F:46])[CH:8]=2)[CH2:3][CH2:2]1.[OH-].[Na+].